The task is: Regression. Given two drug SMILES strings and cell line genomic features, predict the synergy score measuring deviation from expected non-interaction effect.. This data is from NCI-60 drug combinations with 297,098 pairs across 59 cell lines. (1) Drug 1: CN1C2=C(C=C(C=C2)N(CCCl)CCCl)N=C1CCCC(=O)O.Cl. Drug 2: C1CC(=O)NC(=O)C1N2C(=O)C3=CC=CC=C3C2=O. Cell line: MOLT-4. Synergy scores: CSS=3.11, Synergy_ZIP=4.06, Synergy_Bliss=7.46, Synergy_Loewe=-8.76, Synergy_HSA=2.58. (2) Drug 1: COC1=NC(=NC2=C1N=CN2C3C(C(C(O3)CO)O)O)N. Drug 2: C1CN(CCN1C(=O)CCBr)C(=O)CCBr. Cell line: HCC-2998. Synergy scores: CSS=6.05, Synergy_ZIP=-2.54, Synergy_Bliss=4.76, Synergy_Loewe=-2.88, Synergy_HSA=0.827. (3) Drug 1: C1CCC(CC1)NC(=O)N(CCCl)N=O. Drug 2: CC12CCC3C(C1CCC2O)C(CC4=C3C=CC(=C4)O)CCCCCCCCCS(=O)CCCC(C(F)(F)F)(F)F. Cell line: K-562. Synergy scores: CSS=29.3, Synergy_ZIP=-10.1, Synergy_Bliss=-3.03, Synergy_Loewe=-3.97, Synergy_HSA=-3.18. (4) Drug 1: C1CN(CCN1C(=O)CCBr)C(=O)CCBr. Drug 2: C(CN)CNCCSP(=O)(O)O. Cell line: TK-10. Synergy scores: CSS=15.5, Synergy_ZIP=-5.32, Synergy_Bliss=-0.567, Synergy_Loewe=-17.6, Synergy_HSA=-1.18. (5) Drug 1: CS(=O)(=O)C1=CC(=C(C=C1)C(=O)NC2=CC(=C(C=C2)Cl)C3=CC=CC=N3)Cl. Drug 2: C1=CC=C(C=C1)NC(=O)CCCCCCC(=O)NO. Cell line: HL-60(TB). Synergy scores: CSS=49.5, Synergy_ZIP=19.0, Synergy_Bliss=25.0, Synergy_Loewe=10.1, Synergy_HSA=21.8. (6) Cell line: NCI-H522. Drug 1: C1CCC(CC1)NC(=O)N(CCCl)N=O. Synergy scores: CSS=15.3, Synergy_ZIP=-4.00, Synergy_Bliss=1.62, Synergy_Loewe=0.160, Synergy_HSA=0.938. Drug 2: CC1=C(C=C(C=C1)NC(=O)C2=CC=C(C=C2)CN3CCN(CC3)C)NC4=NC=CC(=N4)C5=CN=CC=C5. (7) Drug 1: CC1C(C(CC(O1)OC2CC(OC(C2O)C)OC3=CC4=CC5=C(C(=O)C(C(C5)C(C(=O)C(C(C)O)O)OC)OC6CC(C(C(O6)C)O)OC7CC(C(C(O7)C)O)OC8CC(C(C(O8)C)O)(C)O)C(=C4C(=C3C)O)O)O)O. Drug 2: C(CN)CNCCSP(=O)(O)O. Cell line: OVCAR3. Synergy scores: CSS=24.9, Synergy_ZIP=-0.276, Synergy_Bliss=-1.46, Synergy_Loewe=-45.4, Synergy_HSA=-0.781. (8) Drug 1: C1=CN(C=N1)CC(O)(P(=O)(O)O)P(=O)(O)O. Drug 2: C1C(C(OC1N2C=NC3=C2NC=NCC3O)CO)O. Cell line: SW-620. Synergy scores: CSS=3.15, Synergy_ZIP=-1.30, Synergy_Bliss=-0.774, Synergy_Loewe=1.60, Synergy_HSA=0.298.